Task: Predict the reactants needed to synthesize the given product.. Dataset: Full USPTO retrosynthesis dataset with 1.9M reactions from patents (1976-2016) (1) Given the product [Cl:11][C:9]1[N:10]=[C:2]([NH:14][CH2:12][CH3:13])[C:3]([C:4]([OH:6])=[O:5])=[CH:7][CH:8]=1, predict the reactants needed to synthesize it. The reactants are: Cl[C:2]1[N:10]=[C:9]([Cl:11])[CH:8]=[CH:7][C:3]=1[C:4]([OH:6])=[O:5].[CH2:12]([NH2:14])[CH3:13]. (2) Given the product [N+:1]([C:4]1[CH:9]=[C:8]([N+:10]([O-:12])=[O:11])[CH:7]=[CH:6][C:5]=1[S:21][C:16]1[CH:17]=[CH:18][CH:19]=[CH:20][C:15]=1[NH2:14])([O-:3])=[O:2], predict the reactants needed to synthesize it. The reactants are: [N+:1]([C:4]1[CH:9]=[C:8]([N+:10]([O-:12])=[O:11])[CH:7]=[CH:6][C:5]=1Cl)([O-:3])=[O:2].[NH2:14][C:15]1[CH:20]=[CH:19][CH:18]=[CH:17][C:16]=1[SH:21].[OH-].[Na+].